This data is from Full USPTO retrosynthesis dataset with 1.9M reactions from patents (1976-2016). The task is: Predict the reactants needed to synthesize the given product. (1) Given the product [CH3:7][C:8]1[C:9]2[CH:16]=[C:15]([NH2:17])[CH:14]=[CH:13][C:10]=2[S:11][CH:12]=1, predict the reactants needed to synthesize it. The reactants are: S1C(N)=CC=C1.[CH3:7][C:8]1[C:9]2[CH:16]=[C:15]([N+:17]([O-])=O)[CH:14]=[CH:13][C:10]=2[S:11][CH:12]=1. (2) Given the product [CH2:30]([O:29][C:26](=[O:28])[C:27]1[CH:10]=[CH:11][C:2]([O:14][C:13]([C:6]2[CH:5]=[CH:4][C:3]3[C:2]([CH3:16])([CH3:1])[CH2:11][CH2:10][C:9](=[O:12])[C:8]=3[CH:7]=2)=[O:15])=[CH:3][CH:8]=1)[C:31]1[CH:20]=[CH:25][CH:24]=[CH:23][CH:22]=1, predict the reactants needed to synthesize it. The reactants are: [CH3:1][C:2]1([CH3:16])[CH2:11][CH2:10][C:9](=[O:12])[C:8]2[CH:7]=[C:6]([C:13]([OH:15])=[O:14])[CH:5]=[CH:4][C:3]1=2.CN([C:20]1[CH:25]=[CH:24][CH:23]=[CH:22]N=1)C.[C:26]([O:29][CH2:30][CH3:31])(=[O:28])[CH3:27].